Predict the reactants needed to synthesize the given product. From a dataset of Retrosynthesis with 50K atom-mapped reactions and 10 reaction types from USPTO. (1) Given the product CC(=O)NCC(c1ccccc1Cl)N1CCN(C(=O)OC(C)(C)C)CC1, predict the reactants needed to synthesize it. The reactants are: CC(=O)OC(C)=O.CC(C)(C)OC(=O)N1CCN(C(CN)c2ccccc2Cl)CC1. (2) The reactants are: FC(F)(F)COCCOc1ccc(OC2CCNCC2)cc1.O=C(CCl)N[C@@H]1COc2nc([N+](=O)[O-])cn2C1. Given the product O=C(CN1CCC(Oc2ccc(OCCOCC(F)(F)F)cc2)CC1)N[C@@H]1COc2nc([N+](=O)[O-])cn2C1, predict the reactants needed to synthesize it. (3) Given the product CCCNC(=O)c1nnc2c(-c3ccc4[nH]ccc4c3)cccc2c1N, predict the reactants needed to synthesize it. The reactants are: CCCNC(=O)c1nnc2c(Br)cccc2c1N.OB(O)c1ccc2[nH]ccc2c1. (4) Given the product Cc1ccc(CCOCCCCCBr)cc1, predict the reactants needed to synthesize it. The reactants are: BrCCCCCBr.Cc1ccc(CCO)cc1. (5) The reactants are: CCCc1c(OCCBr)ccc(C(C)=O)c1O.CCOC(=O)c1ccc2nc(S)[nH]c2c1. Given the product CCCc1c(OCCSc2nc3ccc(C(=O)OCC)cc3[nH]2)ccc(C(C)=O)c1O, predict the reactants needed to synthesize it. (6) Given the product Cc1nccn1Cc1cccc(-c2cc(CC(C)C)sc2S(=O)(=O)NC(C)(C)C)c1, predict the reactants needed to synthesize it. The reactants are: CC(C)Cc1cc(-c2cccc(CBr)c2)c(S(=O)(=O)NC(C)(C)C)s1.Cc1ncc[nH]1. (7) Given the product N#CC1(C(=O)N[C@@H]2CCC[C@H](Nc3cc(-c4c[nH]c5ncc(F)cc45)ccc3F)C2)CC1, predict the reactants needed to synthesize it. The reactants are: N#CC1(C(=O)O)CC1.N[C@@H]1CCC[C@H](Nc2cc(-c3c[nH]c4ncc(F)cc34)ccc2F)C1. (8) Given the product COc1cc(Oc2ccc(NC(=O)[C@H](N)C(C)(C)C)cn2)ccc1C, predict the reactants needed to synthesize it. The reactants are: COc1cc(Oc2ccc(NC(=O)[C@H](NC(=O)OC(C)(C)C)C(C)(C)C)cn2)ccc1C. (9) Given the product COC(=O)N[C@H](C(=O)O)C1C[C@@H](C)O[C@H](C)C1, predict the reactants needed to synthesize it. The reactants are: COC(=O)N[C@H](C(=O)OCc1ccccc1)C1C[C@@H](C)O[C@H](C)C1. (10) Given the product Cc1cc(CO)cc(C)c1OC(=O)OCc1ccccc1[N+](=O)[O-], predict the reactants needed to synthesize it. The reactants are: Cc1cc(C=O)cc(C)c1OC(=O)OCc1ccccc1[N+](=O)[O-].